This data is from Full USPTO retrosynthesis dataset with 1.9M reactions from patents (1976-2016). The task is: Predict the reactants needed to synthesize the given product. (1) Given the product [C:26]([O:25][C:24]([N:23]([CH3:31])[C:4]1[S:5][C:6]2[CH2:15][C@@H:14]3[C@H:9]([CH2:10][C@@H:11]([C:17]([N:18]([CH2:19][CH2:20][CH3:21])[C:53](=[O:54])[O:55][C:56]4[CH:57]=[CH:58][C:59]([N+:62]([O-:64])=[O:63])=[CH:60][CH:61]=4)=[O:22])[CH2:12][N:13]3[CH3:16])[CH2:8][C:7]=2[C:3]=1[C:1]#[N:2])=[O:30])([CH3:29])([CH3:28])[CH3:27], predict the reactants needed to synthesize it. The reactants are: [C:1]([C:3]1[C:7]2[CH2:8][C@@H:9]3[C@@H:14]([CH2:15][C:6]=2[S:5][C:4]=1[N:23]([CH3:31])[C:24](=[O:30])[O:25][C:26]([CH3:29])([CH3:28])[CH3:27])[N:13]([CH3:16])[CH2:12][C@H:11]([C:17](=[O:22])[NH:18][CH2:19][CH2:20][CH3:21])[CH2:10]3)#[N:2].O1CCCC1.C[Si](C)(C)[N-][Si](C)(C)C.[Na+].O1CCCC1.Cl[C:53]([O:55][C:56]1[CH:61]=[CH:60][C:59]([N+:62]([O-:64])=[O:63])=[CH:58][CH:57]=1)=[O:54]. (2) Given the product [F:31][C:28]([F:29])([F:30])[C:27]([C:24]1[CH:23]=[CH:22][C:21]([N:8]2[CH2:9][CH2:10][N:11]([S:13]([C:16]3[S:17][CH:18]=[CH:19][CH:20]=3)(=[O:15])=[O:14])[CH2:12][C@@H:7]2[CH2:6][N:35]2[CH2:40][CH2:39][O:38][CH2:37][C@H:36]2[CH2:41][OH:42])=[CH:26][CH:25]=1)([OH:33])[CH3:32], predict the reactants needed to synthesize it. The reactants are: CS(O[CH2:6][C@H:7]1[CH2:12][N:11]([S:13]([C:16]2[S:17][CH:18]=[CH:19][CH:20]=2)(=[O:15])=[O:14])[CH2:10][CH2:9][N:8]1[C:21]1[CH:26]=[CH:25][C:24]([C:27]([OH:33])([CH3:32])[C:28]([F:31])([F:30])[F:29])=[CH:23][CH:22]=1)(=O)=O.Cl.[NH:35]1[CH2:40][CH2:39][O:38][CH2:37][C@H:36]1[CH2:41][OH:42].C(=O)([O-])[O-].[K+].[K+]. (3) Given the product [S:29]1[C:30]2[CH:35]=[CH:34][CH:33]=[CH:32][C:31]=2[C:27]([N:21]2[CH2:22][CH2:23][N:24]([CH2:2][CH2:3][C:4]3[CH:5]=[C:6]4[C:10](=[CH:11][CH:12]=3)[CH2:9][CH:8]([NH:13][C:14](=[O:19])[C:15]([F:18])([F:17])[F:16])[CH2:7]4)[CH2:25][CH2:26]2)=[N:28]1, predict the reactants needed to synthesize it. The reactants are: Cl[CH2:2][CH2:3][C:4]1[CH:5]=[C:6]2[C:10](=[CH:11][CH:12]=1)[CH2:9][CH:8]([NH:13][C:14](=[O:19])[C:15]([F:18])([F:17])[F:16])[CH2:7]2.Cl.[N:21]1([C:27]2[C:31]3[CH:32]=[CH:33][CH:34]=[CH:35][C:30]=3[S:29][N:28]=2)[CH2:26][CH2:25][NH:24][CH2:23][CH2:22]1.C(=O)([O-])[O-].[Na+].[Na+].